From a dataset of Catalyst prediction with 721,799 reactions and 888 catalyst types from USPTO. Predict which catalyst facilitates the given reaction. (1) Reactant: Br[C:2]1[N:3]=[CH:4][C:5]2[N:6]([CH:8]=[C:9]([C:11]3[CH:16]=[CH:15][C:14]([F:17])=[CH:13][CH:12]=3)[N:10]=2)[CH:7]=1.[OH-:18].[Na+].[CH3:20]O. Product: [F:17][C:14]1[CH:15]=[CH:16][C:11]([C:9]2[N:10]=[C:5]3[CH:4]=[N:3][C:2]([O:18][CH3:20])=[CH:7][N:6]3[CH:8]=2)=[CH:12][CH:13]=1. The catalyst class is: 6. (2) Product: [CH2:29]([O:28][C:26](=[O:27])[CH2:25][NH:17][C:11]1[CH:12]=[CH:13][C:14]([O:15][CH3:16])=[C:9]([O:8][CH2:1][C:2]2[CH:3]=[CH:4][CH:5]=[CH:6][CH:7]=2)[CH:10]=1)[CH3:30]. The catalyst class is: 9. Reactant: [CH2:1]([O:8][C:9]1[CH:10]=[C:11]([NH2:17])[CH:12]=[CH:13][C:14]=1[O:15][CH3:16])[C:2]1[CH:7]=[CH:6][CH:5]=[CH:4][CH:3]=1.C(=O)([O-])[O-].[K+].[K+].Br[CH2:25][C:26]([O:28][CH2:29][CH3:30])=[O:27].[I-].[Na+]. (3) Reactant: Br[C:2]1[CH:10]=[C:9]2[C:5]([CH:6]=[N:7][NH:8]2)=[CH:4][CH:3]=1.[I:11]I.[OH-].[K+]. Product: [I:11][C:6]1[C:5]2[C:9](=[CH:10][CH:2]=[CH:3][CH:4]=2)[NH:8][N:7]=1. The catalyst class is: 9. (4) Product: [Br:12][C:5]1[N:4]=[C:3]([C:13]2[O:14][C:17]([C:18]([O:23][Si:24]([CH:25]([CH3:26])[CH3:27])([CH:28]([CH3:29])[CH3:30])[CH:31]([CH3:33])[CH3:32])([CH3:34])[C:19]([F:21])([F:22])[F:20])=[N:16][N:15]=2)[C:2]([NH2:1])=[CH:7][C:6]=1[C:8]([F:9])([F:10])[F:11]. The catalyst class is: 2. Reactant: [NH2:1][C:2]1[C:3]([C:13]([NH:15][NH:16][C:17](=O)[C:18]([CH3:34])([O:23][Si:24]([CH:31]([CH3:33])[CH3:32])([CH:28]([CH3:30])[CH3:29])[CH:25]([CH3:27])[CH3:26])[C:19]([F:22])([F:21])[F:20])=[O:14])=[N:4][C:5]([Br:12])=[C:6]([C:8]([F:11])([F:10])[F:9])[CH:7]=1.S(Cl)(C1C=CC(C)=CC=1)(=O)=O. (5) The catalyst class is: 9. Product: [Cl:14][C:15]1[CH:22]=[C:21]([C:23]([F:24])([F:25])[F:26])[CH:20]=[CH:19][C:16]=1[CH2:17][N:6]1[C:7]([C:9]([O:11][CH2:12][CH3:13])=[O:10])=[CH:8][C:4]([CH:1]([CH3:3])[CH3:2])=[N:5]1. Reactant: [CH:1]([C:4]1[CH:8]=[C:7]([C:9]([O:11][CH2:12][CH3:13])=[O:10])[NH:6][N:5]=1)([CH3:3])[CH3:2].[Cl:14][C:15]1[CH:22]=[C:21]([C:23]([F:26])([F:25])[F:24])[CH:20]=[CH:19][C:16]=1[CH2:17]Cl.C(=O)([O-])[O-].[K+].[K+].O. (6) Reactant: Br[C:2]1[CH:6]=[CH:5][S:4][CH:3]=1.[CH2:7]([Li])[CH2:8][CH2:9][CH3:10].C1COCC1.[Br:17]C(C)C(Br)C. Product: [Br:17][CH2:7][CH2:8][CH2:9][CH2:10][C:2]1[CH:6]=[CH:5][S:4][CH:3]=1. The catalyst class is: 805.